From a dataset of Reaction yield outcomes from USPTO patents with 853,638 reactions. Predict the reaction yield, written as a fraction of the theoretical maximum amount of product (1.0 means a 100% yield; for example, 0.34 means a 34% yield). The reactants are [NH2:1][CH:2]([C:7]([OH:9])=[O:8])[CH2:3][CH:4]([CH3:6])[CH3:5].[CH2:10](O)[CH2:11][CH2:12][CH2:13][CH2:14][CH2:15][CH2:16][CH2:17][CH2:18][CH2:19][CH2:20][CH3:21].CC1C=CC(S(O)(=O)=O)=CC=1. The catalyst is C1(C)C=CC=CC=1. The product is [NH2:1][CH:2]([CH2:3][CH:4]([CH3:6])[CH3:5])[C:7]([O:9][CH2:21][CH2:20][CH2:19][CH2:18][CH2:17][CH2:16][CH2:15][CH2:14][CH2:13][CH2:12][CH2:11][CH3:10])=[O:8]. The yield is 0.919.